Dataset: Catalyst prediction with 721,799 reactions and 888 catalyst types from USPTO. Task: Predict which catalyst facilitates the given reaction. (1) Reactant: [Br:1][C:2]1[CH:7]=[CH:6][C:5]([N+:8]([O-])=O)=[CH:4][C:3]=1[O:11][CH2:12][C:13]([CH3:15])=[CH2:14].[NH4+].[Cl-].[CH3:18][C:19]([O:22][C:23](O[C:23]([O:22][C:19]([CH3:21])([CH3:20])[CH3:18])=[O:24])=[O:24])([CH3:21])[CH3:20]. Product: [C:19]([O:22][C:23](=[O:24])[NH:8][C:5]1[CH:6]=[CH:7][C:2]([Br:1])=[C:3]([O:11][CH2:12][C:13]([CH3:15])=[CH2:14])[CH:4]=1)([CH3:21])([CH3:20])[CH3:18]. The catalyst class is: 415. (2) Reactant: [C:1]([O:5][C:6]([N:8]1[CH2:12][CH2:11][C@@H:10]([OH:13])[C@H:9]1[C:14]([OH:16])=O)=[O:7])([CH3:4])([CH3:3])[CH3:2].[F:17][C:18]1[CH:19]=[C:20]([CH2:34][NH2:35])[CH:21]=[C:22]([C:24]2[CH:29]=[N:28][C:27]([C:30]([F:33])([F:32])[F:31])=[CH:26][N:25]=2)[CH:23]=1.CCN(C(C)C)C(C)C.CN(C(ON1N=NC2C=CC=NC1=2)=[N+](C)C)C.F[P-](F)(F)(F)(F)F. Product: [F:17][C:18]1[CH:19]=[C:20]([CH2:34][NH:35][C:14]([C@@H:9]2[C@H:10]([OH:13])[CH2:11][CH2:12][N:8]2[C:6]([O:5][C:1]([CH3:2])([CH3:3])[CH3:4])=[O:7])=[O:16])[CH:21]=[C:22]([C:24]2[CH:29]=[N:28][C:27]([C:30]([F:32])([F:33])[F:31])=[CH:26][N:25]=2)[CH:23]=1. The catalyst class is: 35. (3) Reactant: [BH4-].[Na+].C([O:5][C:6]([C:8]1[CH:13]=[CH:12][CH:11]=[C:10]([O:14][CH2:15][CH3:16])[N:9]=1)=O)C.O. Product: [CH2:15]([O:14][C:10]1[N:9]=[C:8]([CH2:6][OH:5])[CH:13]=[CH:12][CH:11]=1)[CH3:16]. The catalyst class is: 14. (4) Reactant: [CH3:1][C:2]1[N:3]([C:8]2[N:13]=[C:12]([CH2:14][CH2:15][CH2:16][O:17][C:18]3[CH:24]=[CH:23][C:21]([NH2:22])=[CH:20][CH:19]=3)[CH:11]=[CH:10][CH:9]=2)[C:4]([CH3:7])=[CH:5][CH:6]=1.[CH3:25][C:26]1[CH:31]=[C:30]([C:32]2[CH:37]=[CH:36][C:35]([C:38]([F:41])([F:40])[F:39])=[CH:34][CH:33]=2)[C:29]([C:42](O)=[O:43])=[CH:28][CH:27]=1.O.ON1C2C=CC=CC=2N=N1.CN(C)CCCN=C=NCC. Product: [CH3:7][C:4]1[N:3]([C:8]2[N:13]=[C:12]([CH2:14][CH2:15][CH2:16][O:17][C:18]3[CH:19]=[CH:20][C:21]([NH:22][C:42]([C:29]4[C:30]([C:32]5[CH:37]=[CH:36][C:35]([C:38]([F:39])([F:41])[F:40])=[CH:34][CH:33]=5)=[CH:31][C:26]([CH3:25])=[CH:27][CH:28]=4)=[O:43])=[CH:23][CH:24]=3)[CH:11]=[CH:10][CH:9]=2)[C:2]([CH3:1])=[CH:6][CH:5]=1. The catalyst class is: 255. (5) Reactant: C([O:3][C:4](=O)[CH:5]=[CH:6][C:7]1[N:8]=[CH:9][O:10][CH:11]=1)C.CC(C[AlH]CC(C)C)C.C(C(C(C([O-])=O)O)O)([O-])=O.[Na+].[K+]. Product: [O:10]1[CH:11]=[C:7]([CH2:6][CH2:5][CH2:4][OH:3])[N:8]=[CH:9]1. The catalyst class is: 2. (6) Reactant: [F:1][C:2]1[CH:3]=[N:4][C:5]2[C:10]([C:11]=1[CH2:12][CH2:13][C:14]13[CH2:21][CH2:20][C:17]([NH:22]C(=O)OC(C)(C)C)([CH2:18][CH2:19]1)[CH2:16][O:15]3)=[N:9][C:8]([O:30][CH3:31])=[CH:7][C:6]=2[CH3:32].FC(F)(F)C(O)=O. Product: [F:1][C:2]1[CH:3]=[N:4][C:5]2[C:10]([C:11]=1[CH2:12][CH2:13][C:14]13[CH2:21][CH2:20][C:17]([NH2:22])([CH2:18][CH2:19]1)[CH2:16][O:15]3)=[N:9][C:8]([O:30][CH3:31])=[CH:7][C:6]=2[CH3:32]. The catalyst class is: 4. (7) Reactant: [F:1][C@:2]1([CH3:19])[C@H:6]([OH:7])[C@@:5]([F:10])([CH2:8][OH:9])[O:4][C@H:3]1[N:11]1[CH:16]=[CH:15][C:14](=[O:17])[NH:13][C:12]1=[O:18].C([Mg]Cl)(C)(C)C.Cl[C:27]1[CH:44]=[CH:43][CH:42]=[CH:41][C:28]=1[O:29][P:30](=[N:32][C@@H:33]([CH3:40])[C:34]([O:36][CH:37]([CH3:39])[CH3:38])=[O:35])=[O:31].CO. Product: [CH:37]([O:36][C:34](=[O:35])[C@@H:33]([N:32]=[P:30]([O:29][C:28]1[CH:41]=[CH:42][CH:43]=[CH:44][C:27]=1[O:9][CH2:8][C@:5]1([F:10])[C@@H:6]([OH:7])[C@:2]([F:1])([CH3:19])[C@H:3]([N:11]2[CH:16]=[CH:15][C:14](=[O:17])[NH:13][C:12]2=[O:18])[O:4]1)=[O:31])[CH3:40])([CH3:38])[CH3:39]. The catalyst class is: 1.